This data is from Catalyst prediction with 721,799 reactions and 888 catalyst types from USPTO. The task is: Predict which catalyst facilitates the given reaction. (1) Reactant: [NH2:1][C:2]1[CH:3]=[CH:4][C:5]([O:11][C:12]([F:15])([F:14])[F:13])=[C:6]([CH:10]=1)[C:7]([OH:9])=O.[NH2:16][C:17]1[CH:22]=[CH:21][CH:20]=[CH:19][C:18]=1O.C([O-])(O)=O.[Na+]. Product: [O:9]1[C:18]2[CH:19]=[CH:20][CH:21]=[CH:22][C:17]=2[N:16]=[C:7]1[C:6]1[CH:10]=[C:2]([NH2:1])[CH:3]=[CH:4][C:5]=1[O:11][C:12]([F:15])([F:14])[F:13]. The catalyst class is: 3. (2) Reactant: [N:1]1[C:6]2[O:7][CH:8]=[CH:9][C:5]=2[C:4]([NH2:10])=[N:3][CH:2]=1.[Li+].CC([N-]C(C)C)C.[Br:19]C(F)(F)C(Br)(F)F.[Cl-].[NH4+]. Product: [Br:19][C:8]1[O:7][C:6]2[N:1]=[CH:2][N:3]=[C:4]([NH2:10])[C:5]=2[CH:9]=1. The catalyst class is: 1. (3) Reactant: CO[C:3]([CH:5]1[CH2:9][C:8](=[CH2:10])[CH2:7][CH:6]1[C:11]([OH:13])=[O:12])=O.C(N(CC)CC)C.ClC(OCC)=O.[BH4-].[Na+].Cl.[Na+].[Cl-]. Product: [CH2:10]=[C:8]1[CH2:7][C@H:6]2[C:11](=[O:12])[O:13][CH2:3][C@H:5]2[CH2:9]1. The catalyst class is: 1. (4) Reactant: C[Al](C)C.[CH3:5][O:6][C:7]1[CH:8]=[C:9]([CH2:15][CH2:16][C:17]2[CH:18]=[C:19]([NH2:22])[NH:20][N:21]=2)[CH:10]=[C:11]([O:13][CH3:14])[CH:12]=1.[CH3:23][N:24]1[CH2:29][CH:28]=[C:27]([C:30]2[N:31]=[CH:32][C:33]([C:36](OC)=[O:37])=[N:34][CH:35]=2)[CH2:26][CH2:25]1. Product: [CH3:14][O:13][C:11]1[CH:10]=[C:9]([CH2:15][CH2:16][C:17]2[CH:18]=[C:19]([NH:22][C:36]([C:33]3[CH:32]=[N:31][C:30]([C:27]4[CH2:28][CH2:29][N:24]([CH3:23])[CH2:25][CH:26]=4)=[CH:35][N:34]=3)=[O:37])[NH:20][N:21]=2)[CH:8]=[C:7]([O:6][CH3:5])[CH:12]=1. The catalyst class is: 11. (5) Product: [CH:1]1([CH2:6][N:33]2[CH2:34][CH2:35][CH:30]([NH:29][C:27](=[O:28])[CH2:26][C:23]3[CH:22]=[CH:21][C:20]([N:17]4[CH2:18][CH2:19][C@H:15]([N:11]5[CH2:12][CH2:13][CH2:14][C@@H:10]5[CH3:9])[CH2:16]4)=[CH:25][CH:24]=3)[CH2:31][CH2:32]2)[CH2:2][CH2:3][CH2:4][CH2:5]1. Reactant: [CH:1]1([CH:6]=O)[CH2:5][CH2:4][CH2:3][CH2:2]1.Cl.[CH3:9][C@H:10]1[CH2:14][CH2:13][CH2:12][N:11]1[C@H:15]1[CH2:19][CH2:18][N:17]([C:20]2[CH:25]=[CH:24][C:23]([CH2:26][C:27]([NH:29][CH:30]3[CH2:35][CH2:34][NH:33][CH2:32][CH2:31]3)=[O:28])=[CH:22][CH:21]=2)[CH2:16]1.C(O[BH-](OC(=O)C)OC(=O)C)(=O)C.[Na+].N#N. The catalyst class is: 26. (6) Reactant: [CH2:1]([O:3][C:4](=[O:13])[C:5]1[CH:10]=[CH:9][C:8]([Cl:11])=[N:7][C:6]=1Cl)[CH3:2].[C:14]([N:21]1[CH2:26][CH2:25][NH:24][CH2:23][CH2:22]1)([O:16][C:17]([CH3:20])([CH3:19])[CH3:18])=[O:15].CCN(CC)CC. Product: [C:17]([O:16][C:14]([N:21]1[CH2:26][CH2:25][N:24]([C:6]2[C:5]([C:4]([O:3][CH2:1][CH3:2])=[O:13])=[CH:10][CH:9]=[C:8]([Cl:11])[N:7]=2)[CH2:23][CH2:22]1)=[O:15])([CH3:20])([CH3:18])[CH3:19]. The catalyst class is: 1.